This data is from Full USPTO retrosynthesis dataset with 1.9M reactions from patents (1976-2016). The task is: Predict the reactants needed to synthesize the given product. (1) Given the product [C:3]([O:25][C:23]([CH2:4][C:3]1[CH:13]=[CH:14][C:15]([C:17]2[N:21]=[C:20]([CH3:22])[O:19][N:18]=2)=[CH:16][C:2]=1[NH:1][CH2:38][C:37]([O:36][CH2:29][C:30]1[CH:35]=[CH:34][CH:33]=[CH:32][CH:31]=1)=[O:40])=[O:26])([CH3:13])([CH3:4])[CH3:2], predict the reactants needed to synthesize it. The reactants are: [NH2:1][C:2]1[CH:16]=[C:15]([C:17]2[N:21]=[C:20]([CH3:22])[O:19][N:18]=2)[CH:14]=[CH:13][C:3]=1[CH2:4]NC(=O)OC(C)(C)C.[C:23](=[O:26])([O-:25])[O-].[K+].[K+].[CH2:29]([O:36][C:37](=[O:40])[CH2:38]Br)[C:30]1[CH:35]=[CH:34][CH:33]=[CH:32][CH:31]=1.O. (2) Given the product [C:1]([C@H:5]1[CH2:10][CH2:9][C@H:8]([O:11][C:12]2[CH:13]=[C:14]3[C:19](=[CH:20][CH:21]=2)[CH:18]=[C:17]([CH2:22][NH:26][CH2:24][CH3:25])[CH:16]=[CH:15]3)[CH2:7][CH2:6]1)([CH3:4])([CH3:3])[CH3:2], predict the reactants needed to synthesize it. The reactants are: [C:1]([C@H:5]1[CH2:10][CH2:9][C@H:8]([O:11][C:12]2[CH:13]=[C:14]3[C:19](=[CH:20][CH:21]=2)[CH:18]=[C:17]([CH:22]=O)[CH:16]=[CH:15]3)[CH2:7][CH2:6]1)([CH3:4])([CH3:3])[CH3:2].[CH2:24]([NH2:26])[CH3:25].CC(O)=O.[BH3-]C#N.[Na+].